The task is: Predict which catalyst facilitates the given reaction.. This data is from Catalyst prediction with 721,799 reactions and 888 catalyst types from USPTO. (1) Reactant: [NH2:1][CH2:2][CH2:3][CH2:4][CH2:5][CH2:6][CH2:7][OH:8].C([O-])([O-])=O.[K+].[K+].[CH3:15][O:16][C:17](Cl)=[O:18]. Product: [CH3:15][O:16][C:17]([NH:1][CH2:2][CH2:3][CH2:4][CH2:5][CH2:6][CH2:7][OH:8])=[O:18]. The catalyst class is: 6. (2) Reactant: [F:1][C:2]([C:5]1[CH:10]=[CH:9][N:8]=[C:7]([C:11]([O:13]CC)=[O:12])[CH:6]=1)([CH3:4])[CH3:3].[Li+].[OH-]. Product: [F:1][C:2]([C:5]1[CH:10]=[CH:9][N:8]=[C:7]([C:11]([OH:13])=[O:12])[CH:6]=1)([CH3:4])[CH3:3]. The catalyst class is: 1. (3) Reactant: [Cl:1][C:2]1[CH:10]=[CH:9][C:5]([C:6]([OH:8])=[O:7])=[C:4]([OH:11])[CH:3]=1.C(=O)([O-])[O-].[K+].[K+].[C:18](Cl)(=[O:22])[C:19]([CH3:21])=[O:20].Cl. Product: [Cl:1][C:2]1[CH:10]=[CH:9][C:5]([C:6]([OH:8])=[O:7])=[C:4]([O:11][C:18](=[O:22])[C:19](=[O:20])[CH3:21])[CH:3]=1. The catalyst class is: 21.